From a dataset of Peptide-MHC class I binding affinity with 185,985 pairs from IEDB/IMGT. Regression. Given a peptide amino acid sequence and an MHC pseudo amino acid sequence, predict their binding affinity value. This is MHC class I binding data. (1) The peptide sequence is SICLDYIIV. The MHC is HLA-A02:06 with pseudo-sequence HLA-A02:06. The binding affinity (normalized) is 0.396. (2) The peptide sequence is VELLSFLPSDF. The MHC is H-2-Kk with pseudo-sequence H-2-Kk. The binding affinity (normalized) is 0.561.